This data is from Forward reaction prediction with 1.9M reactions from USPTO patents (1976-2016). The task is: Predict the product of the given reaction. (1) The product is: [F:30][C:28]1[CH:29]=[C:24]([CH:25]=[C:26]([F:31])[CH:27]=1)[O:23][CH2:22][CH2:21][O:20][C:11]1[C:12]2[C:17](=[CH:16][CH:15]=[CH:14][CH:13]=2)[CH:18]=[CH:19][C:10]=1[C:8]([NH:7][C:4]([CH3:5])([CH3:6])[C:3]([OH:32])=[O:2])=[O:9]. Given the reactants C[O:2][C:3](=[O:32])[C:4]([NH:7][C:8]([C:10]1[CH:19]=[CH:18][C:17]2[C:12](=[CH:13][CH:14]=[CH:15][CH:16]=2)[C:11]=1[O:20][CH2:21][CH2:22][O:23][C:24]1[CH:29]=[C:28]([F:30])[CH:27]=[C:26]([F:31])[CH:25]=1)=[O:9])([CH3:6])[CH3:5].[OH-].[Na+], predict the reaction product. (2) Given the reactants [Cl:1][C:2]1[CH:7]=[CH:6][C:5]([CH:8](O)[C:9]2[N:13]([CH:14]([CH3:16])[CH3:15])[C:12]([CH:17]3[CH2:21][CH2:20][O:19][CH2:18]3)=[N:11][C:10]=2[C:22]([O:24][CH2:25][CH3:26])=[O:23])=[CH:4][CH:3]=1.CS(OS(C)(=O)=O)(=O)=O.[N-:37]=[N+:38]=[N-:39].C([N+](CCCC)(CCCC)CCCC)CCC, predict the reaction product. The product is: [N:37]([CH:8]([C:5]1[CH:6]=[CH:7][C:2]([Cl:1])=[CH:3][CH:4]=1)[C:9]1[N:13]([CH:14]([CH3:16])[CH3:15])[C:12]([CH:17]2[CH2:21][CH2:20][O:19][CH2:18]2)=[N:11][C:10]=1[C:22]([O:24][CH2:25][CH3:26])=[O:23])=[N+:38]=[N-:39]. (3) Given the reactants [CH:1]1[CH:2]=[CH:3][C:4]2[S:9][N:8]=[C:7]([N:10]3[CH2:15][CH2:14][N:13]([CH2:16][CH2:17][C:18]4[CH:19]=[C:20]5[CH2:28][C:26](=[O:27])[NH:25][C:21]5=[CH:22][C:23]=4[Cl:24])[CH2:12][CH2:11]3)[C:5]=2[CH:6]=1.[CH:29]1[CH:30]=[CH:31][C:32]2[S:37][N:36]=[C:35]([N:38]3[CH2:43][CH2:42][N:41]([CH2:44][CH2:45][C:46]4[CH:47]=[C:48]5[CH2:56][C:54](=[O:55])[NH:53][C:49]5=[CH:50][C:51]=4[Cl:52])[CH2:40][CH2:39]3)[C:33]=2[CH:34]=1.[BrH:57], predict the reaction product. The product is: [BrH:57].[S:9]1[C:4]2[CH:3]=[CH:2][CH:1]=[CH:6][C:5]=2[C:7]([N:10]2[CH2:11][CH2:12][N:13]([CH2:16][CH2:17][C:18]3[CH:19]=[C:20]4[C:21](=[CH:22][C:23]=3[Cl:24])[NH:25][C:26](=[O:27])[CH2:28]4)[CH2:14][CH2:15]2)=[N:8]1.[BrH:57].[BrH:57].[S:37]1[C:32]2[CH:31]=[CH:30][CH:29]=[CH:34][C:33]=2[C:35]([N:38]2[CH2:39][CH2:40][N:41]([CH2:44][CH2:45][C:46]3[CH:47]=[C:48]4[C:49](=[CH:50][C:51]=3[Cl:52])[NH:53][C:54](=[O:55])[CH2:56]4)[CH2:42][CH2:43]2)=[N:36]1. (4) The product is: [CH3:1][O:2][C:3](=[O:18])[C@@H:4]([O:15][CH2:16][CH3:17])[CH2:5][C:6]1[CH:11]=[CH:10][C:9]([O:12][CH2:20][C:21]2[N:22]=[C:23]([C:27]3[CH:32]=[CH:31][C:30]([F:33])=[C:29]([CH3:34])[CH:28]=3)[O:24][C:25]=2[CH3:26])=[CH:8][C:7]=1[O:13][CH3:14]. Given the reactants [CH3:1][O:2][C:3](=[O:18])[C@@H:4]([O:15][CH2:16][CH3:17])[CH2:5][C:6]1[CH:11]=[CH:10][C:9]([OH:12])=[CH:8][C:7]=1[O:13][CH3:14].Cl[CH2:20][C:21]1[N:22]=[C:23]([C:27]2[CH:32]=[CH:31][C:30]([F:33])=[C:29]([CH3:34])[CH:28]=2)[O:24][C:25]=1[CH3:26].C(=O)([O-])[O-].[Cs+].[Cs+].[I-].[K+], predict the reaction product. (5) The product is: [F:33][C:2]([F:1])([F:32])[C:3]1[CH:27]=[C:26]([C:28]([F:29])([F:31])[F:30])[CH:25]=[CH:24][C:4]=1[CH2:5][N:6]1[C:14]2[C:9](=[CH:10][C:11]([CH:15]=[C:16]3[S:20][C:19]([N:34]4[CH2:40][CH2:39][C:38](=[O:41])[NH:37][CH2:36][CH2:35]4)=[N:18][C:17]3=[O:23])=[CH:12][CH:13]=2)[CH:8]=[N:7]1. Given the reactants [F:1][C:2]([F:33])([F:32])[C:3]1[CH:27]=[C:26]([C:28]([F:31])([F:30])[F:29])[CH:25]=[CH:24][C:4]=1[CH2:5][N:6]1[C:14]2[C:9](=[CH:10][C:11]([CH:15]=[C:16]3[S:20][C:19](SC)=[N:18][C:17]3=[O:23])=[CH:12][CH:13]=2)[CH:8]=[N:7]1.[NH:34]1[CH2:40][CH2:39][C:38](=[O:41])[NH:37][CH2:36][CH2:35]1, predict the reaction product. (6) Given the reactants [C:1]([CH2:4][CH:5]([S:15]([OH:18])(=[O:17])=[O:16])[CH2:6][NH:7][C:8](=[O:14])/[CH:9]=[CH:10]\[C:11]([OH:13])=O)([OH:3])=[O:2].CC(N(C)C)=O.C[Si](N[Si](C)(C)C)(C)C, predict the reaction product. The product is: [O:13]=[C:11]1[CH:10]=[CH:9][C:8](=[O:14])[N:7]1[CH2:6][CH:5]([S:15]([OH:18])(=[O:17])=[O:16])[CH2:4][C:1]([OH:3])=[O:2]. (7) Given the reactants C([O:4][CH2:5][CH2:6][C:7]1[C:8]([NH:22][C:23]2[CH:27]=[C:26]([CH:28]3[CH2:30][CH2:29]3)[NH:25][N:24]=2)=[N:9][C:10]([C:13]2[S:14][C:15]([S:18](=[O:21])(=[O:20])[NH2:19])=[CH:16][CH:17]=2)=[N:11][CH:12]=1)(=O)C.[OH-].[Na+].O, predict the reaction product. The product is: [CH:28]1([C:26]2[NH:25][N:24]=[C:23]([NH:22][C:8]3[C:7]([CH2:6][CH2:5][OH:4])=[CH:12][N:11]=[C:10]([C:13]4[S:14][C:15]([S:18]([NH2:19])(=[O:21])=[O:20])=[CH:16][CH:17]=4)[N:9]=3)[CH:27]=2)[CH2:30][CH2:29]1. (8) Given the reactants Cl.[CH3:2][O:3][C:4](=[O:27])[C@@H:5]([NH:8][C:9]([C:11]1[CH:16]=[CH:15][C:14]([C:17]2[CH:22]=[CH:21][C:20]([C:23]([F:26])([F:25])[F:24])=[CH:19][CH:18]=2)=[CH:13][CH:12]=1)=[O:10])[CH2:6][NH2:7].C(N(C(C)C)CC)(C)C.[C:37]1([C:47]2[CH:52]=[CH:51][CH:50]=[CH:49][CH:48]=2)[CH:42]=[CH:41][C:40]([S:43](Cl)(=[O:45])=[O:44])=[CH:39][CH:38]=1, predict the reaction product. The product is: [CH3:2][O:3][C:4](=[O:27])[CH:5]([NH:8][C:9]([C:11]1[CH:16]=[CH:15][C:14]([C:17]2[CH:22]=[CH:21][C:20]([C:23]([F:25])([F:24])[F:26])=[CH:19][CH:18]=2)=[CH:13][CH:12]=1)=[O:10])[CH2:6][NH:7][S:43]([C:40]1[CH:39]=[CH:38][C:37]([C:47]2[CH:52]=[CH:51][CH:50]=[CH:49][CH:48]=2)=[CH:42][CH:41]=1)(=[O:45])=[O:44].